The task is: Regression. Given two drug SMILES strings and cell line genomic features, predict the synergy score measuring deviation from expected non-interaction effect.. This data is from NCI-60 drug combinations with 297,098 pairs across 59 cell lines. (1) Drug 1: C1CC(=O)NC(=O)C1N2CC3=C(C2=O)C=CC=C3N. Drug 2: CCC1(C2=C(COC1=O)C(=O)N3CC4=CC5=C(C=CC(=C5CN(C)C)O)N=C4C3=C2)O.Cl. Cell line: OVCAR-4. Synergy scores: CSS=2.44, Synergy_ZIP=-0.299, Synergy_Bliss=-0.658, Synergy_Loewe=-2.15, Synergy_HSA=-1.19. (2) Drug 1: CNC(=O)C1=CC=CC=C1SC2=CC3=C(C=C2)C(=NN3)C=CC4=CC=CC=N4. Drug 2: CCC1=C2CN3C(=CC4=C(C3=O)COC(=O)C4(CC)O)C2=NC5=C1C=C(C=C5)O. Cell line: ACHN. Synergy scores: CSS=36.2, Synergy_ZIP=-2.63, Synergy_Bliss=-5.65, Synergy_Loewe=-41.7, Synergy_HSA=-5.84. (3) Drug 1: CCC1=C2CN3C(=CC4=C(C3=O)COC(=O)C4(CC)O)C2=NC5=C1C=C(C=C5)O. Drug 2: CC(C)(C#N)C1=CC(=CC(=C1)CN2C=NC=N2)C(C)(C)C#N. Cell line: EKVX. Synergy scores: CSS=2.47, Synergy_ZIP=-1.16, Synergy_Bliss=-2.57, Synergy_Loewe=-4.69, Synergy_HSA=-2.47. (4) Drug 1: CN(C)N=NC1=C(NC=N1)C(=O)N. Drug 2: C1CN(P(=O)(OC1)NCCCl)CCCl. Cell line: OVCAR-8. Synergy scores: CSS=2.27, Synergy_ZIP=1.01, Synergy_Bliss=1.69, Synergy_Loewe=-1.11, Synergy_HSA=-0.991. (5) Drug 1: CC1C(C(=O)NC(C(=O)N2CCCC2C(=O)N(CC(=O)N(C(C(=O)O1)C(C)C)C)C)C(C)C)NC(=O)C3=C4C(=C(C=C3)C)OC5=C(C(=O)C(=C(C5=N4)C(=O)NC6C(OC(=O)C(N(C(=O)CN(C(=O)C7CCCN7C(=O)C(NC6=O)C(C)C)C)C)C(C)C)C)N)C. Drug 2: CCN(CC)CCNC(=O)C1=C(NC(=C1C)C=C2C3=C(C=CC(=C3)F)NC2=O)C. Cell line: MDA-MB-435. Synergy scores: CSS=28.7, Synergy_ZIP=-7.56, Synergy_Bliss=-2.90, Synergy_Loewe=-57.0, Synergy_HSA=-3.20. (6) Drug 1: CC1CCC2CC(C(=CC=CC=CC(CC(C(=O)C(C(C(=CC(C(=O)CC(OC(=O)C3CCCCN3C(=O)C(=O)C1(O2)O)C(C)CC4CCC(C(C4)OC)O)C)C)O)OC)C)C)C)OC. Drug 2: C1C(C(OC1N2C=NC(=NC2=O)N)CO)O. Cell line: EKVX. Synergy scores: CSS=3.76, Synergy_ZIP=-0.568, Synergy_Bliss=2.08, Synergy_Loewe=-2.77, Synergy_HSA=1.44. (7) Drug 1: C1=CC(=CC=C1CCC2=CNC3=C2C(=O)NC(=N3)N)C(=O)NC(CCC(=O)O)C(=O)O. Drug 2: CN(C(=O)NC(C=O)C(C(C(CO)O)O)O)N=O. Cell line: CAKI-1. Synergy scores: CSS=12.0, Synergy_ZIP=-2.83, Synergy_Bliss=-2.30, Synergy_Loewe=-10.5, Synergy_HSA=-1.35. (8) Drug 1: CCCCCOC(=O)NC1=NC(=O)N(C=C1F)C2C(C(C(O2)C)O)O. Drug 2: C1=NC2=C(N=C(N=C2N1C3C(C(C(O3)CO)O)F)Cl)N. Cell line: SNB-75. Synergy scores: CSS=0.701, Synergy_ZIP=-1.02, Synergy_Bliss=-1.80, Synergy_Loewe=-0.450, Synergy_HSA=-1.10.